This data is from Peptide-MHC class II binding affinity with 134,281 pairs from IEDB. The task is: Regression. Given a peptide amino acid sequence and an MHC pseudo amino acid sequence, predict their binding affinity value. This is MHC class II binding data. (1) The peptide sequence is LEILAEHVHMSSG. The MHC is DRB1_0401 with pseudo-sequence DRB1_0401. The binding affinity (normalized) is 0.362. (2) The peptide sequence is IKPDGSDSMDVLAEKKYP. The MHC is DRB1_0101 with pseudo-sequence DRB1_0101. The binding affinity (normalized) is 0. (3) The peptide sequence is EKKYFAATQFEPDAA. The MHC is HLA-DQA10501-DQB10201 with pseudo-sequence HLA-DQA10501-DQB10201. The binding affinity (normalized) is 0.545. (4) The peptide sequence is CIANGVSTKIVTRIS. The MHC is DRB1_0101 with pseudo-sequence DRB1_0101. The binding affinity (normalized) is 0.619. (5) The peptide sequence is ATSPTAEGGKATTEE. The MHC is DRB1_1201 with pseudo-sequence DRB1_1201. The binding affinity (normalized) is 0.0643. (6) The peptide sequence is SVGSLGRYKDEKDVT. The MHC is DRB1_0301 with pseudo-sequence DRB1_0301. The binding affinity (normalized) is 0.0661. (7) The peptide sequence is HLCGSHRVEAL. The MHC is HLA-DQA10102-DQB10602 with pseudo-sequence HLA-DQA10102-DQB10602. The binding affinity (normalized) is 0. (8) The binding affinity (normalized) is 0.333. The MHC is DRB4_0101 with pseudo-sequence DRB4_0103. The peptide sequence is GILQAYDLRDAPETP. (9) The binding affinity (normalized) is 0.0745. The peptide sequence is DLVANQPNLKALREK. The MHC is HLA-DPA10103-DPB10401 with pseudo-sequence HLA-DPA10103-DPB10401.